From a dataset of Full USPTO retrosynthesis dataset with 1.9M reactions from patents (1976-2016). Predict the reactants needed to synthesize the given product. (1) Given the product [CH2:16]([O:23][C:24]([N:26]1[CH2:27][CH2:28][N:29]([CH2:32][CH2:33][O:13][C:10]2[CH:9]=[CH:8][CH:7]=[C:6]3[C:11]=2[CH:12]=[C:3]([O:2][CH3:1])[CH:4]=[N:5]3)[CH2:30][CH2:31]1)=[O:25])[C:17]1[CH:22]=[CH:21][CH:20]=[CH:19][CH:18]=1, predict the reactants needed to synthesize it. The reactants are: [CH3:1][O:2][C:3]1[CH:4]=[N:5][C:6]2[CH:7]=[CH:8][CH:9]=[C:10]([OH:13])[C:11]=2[CH:12]=1.[H-].[Na+].[CH2:16]([O:23][C:24]([N:26]1[CH2:31][CH2:30][N:29]([CH2:32][CH2:33]OS(C)(=O)=O)[CH2:28][CH2:27]1)=[O:25])[C:17]1[CH:22]=[CH:21][CH:20]=[CH:19][CH:18]=1. (2) Given the product [CH:18]1([NH:17][C:15](=[O:16])[C:14]2[CH:21]=[CH:22][C:11]([C:8]3[N:6]4[CH:7]=[C:2]([C:31]5[CH:36]=[CH:35][CH:34]=[CH:33][CH:32]=5)[N:3]=[C:4]([S:23][CH3:24])[C:5]4=[N:10][CH:9]=3)=[CH:12][CH:13]=2)[CH2:20][CH2:19]1, predict the reactants needed to synthesize it. The reactants are: Br[C:2]1[N:3]=[C:4]([S:23][CH3:24])[C:5]2[N:6]([C:8]([C:11]3[CH:22]=[CH:21][C:14]([C:15]([NH:17][CH:18]4[CH2:20][CH2:19]4)=[O:16])=[CH:13][CH:12]=3)=[CH:9][N:10]=2)[CH:7]=1.C(=O)([O-])[O-].[K+].[K+].[C:31]1(B(O)O)[CH:36]=[CH:35][CH:34]=[CH:33][CH:32]=1. (3) Given the product [CH:1]1([CH2:4][N:5]2[C:10]3[S:11][C:12]([CH2:26][C:25]4[CH:28]=[CH:29][CH:30]=[CH:31][C:24]=4[C:23]([F:22])([F:32])[F:33])=[C:13]([C:14]([O:16][CH2:17][CH3:18])=[O:15])[C:9]=3[C:8](=[O:19])[N:7]([CH3:20])[C:6]2=[O:21])[CH2:3][CH2:2]1, predict the reactants needed to synthesize it. The reactants are: [CH:1]1([CH2:4][N:5]2[C:10]3[S:11][CH:12]=[C:13]([C:14]([O:16][CH2:17][CH3:18])=[O:15])[C:9]=3[C:8](=[O:19])[N:7]([CH3:20])[C:6]2=[O:21])[CH2:3][CH2:2]1.[F:22][C:23]([F:33])([F:32])[C:24]1[CH:31]=[CH:30][CH:29]=[CH:28][C:25]=1[CH:26]=O.C([N-]C(C)C)(C)C.[Li+].Cl. (4) Given the product [CH3:25][N:24]([CH3:26])[CH2:23][CH2:22][CH2:21][O:20][C:17]1[CH:18]=[CH:19][C:14]([S:11]([NH:10][C:7]2[N:8]=[CH:9][C:4]([C:1](=[O:3])[CH2:2][S:43][C:41](=[O:44])[CH3:42])=[CH:5][CH:6]=2)(=[O:13])=[O:12])=[CH:15][CH:16]=1, predict the reactants needed to synthesize it. The reactants are: [C:1]([C:4]1[CH:5]=[CH:6][C:7]([NH:10][S:11]([C:14]2[CH:19]=[CH:18][C:17]([O:20][CH2:21][CH2:22][CH2:23][N:24]([CH3:26])[CH3:25])=[CH:16][CH:15]=2)(=[O:13])=[O:12])=[N:8][CH:9]=1)(=[O:3])[CH3:2].Br.C(O)(=O)C.C1CNC(=O)C1.Br[Br-]Br.[C:41]([O-:44])(=[S:43])[CH3:42].[K+].O.O.O.P([O-])([O-])([O-])=O.[K+].[K+].[K+].